This data is from Catalyst prediction with 721,799 reactions and 888 catalyst types from USPTO. The task is: Predict which catalyst facilitates the given reaction. (1) Product: [CH2:11]([NH:7][C@@H:5]([CH3:6])[CH:4]([O:8][CH2:9][CH3:10])[O:3][CH2:1][CH3:2])[C:12]1[CH:17]=[CH:16][CH:15]=[CH:14][CH:13]=1. Reactant: [CH2:1]([O:3][CH:4]([O:8][CH2:9][CH3:10])[C@@H:5]([NH2:7])[CH3:6])[CH3:2].[CH:11](=O)[C:12]1[CH:17]=[CH:16][CH:15]=[CH:14][CH:13]=1.C(O[BH-](OC(=O)C)OC(=O)C)(=O)C.[Na+]. The catalyst class is: 54. (2) Reactant: Cl[C:2]1[C:3]2[N:10]([CH2:11][CH2:12][O:13][CH3:14])[CH:9]=[CH:8][C:4]=2[N:5]=[CH:6][N:7]=1.[NH2:15][C:16]1[CH:21]=[CH:20][C:19]([OH:22])=[CH:18][C:17]=1[Cl:23].C(=O)([O-])[O-].[K+].[K+].CN1CCCC1=O. Product: [Cl:23][C:17]1[CH:18]=[C:19]([O:22][C:2]2[C:3]3[N:10]([CH2:11][CH2:12][O:13][CH3:14])[CH:9]=[CH:8][C:4]=3[N:5]=[CH:6][N:7]=2)[CH:20]=[CH:21][C:16]=1[NH2:15]. The catalyst class is: 6.